From a dataset of NCI-60 drug combinations with 297,098 pairs across 59 cell lines. Regression. Given two drug SMILES strings and cell line genomic features, predict the synergy score measuring deviation from expected non-interaction effect. (1) Drug 1: CS(=O)(=O)C1=CC(=C(C=C1)C(=O)NC2=CC(=C(C=C2)Cl)C3=CC=CC=N3)Cl. Drug 2: CC1=C(C=C(C=C1)C(=O)NC2=CC(=CC(=C2)C(F)(F)F)N3C=C(N=C3)C)NC4=NC=CC(=N4)C5=CN=CC=C5. Cell line: HOP-62. Synergy scores: CSS=9.28, Synergy_ZIP=-1.39, Synergy_Bliss=3.60, Synergy_Loewe=1.48, Synergy_HSA=2.43. (2) Drug 2: CCCCCOC(=O)NC1=NC(=O)N(C=C1F)C2C(C(C(O2)C)O)O. Cell line: NCIH23. Drug 1: CC1C(C(CC(O1)OC2CC(OC(C2O)C)OC3=CC4=CC5=C(C(=O)C(C(C5)C(C(=O)C(C(C)O)O)OC)OC6CC(C(C(O6)C)O)OC7CC(C(C(O7)C)O)OC8CC(C(C(O8)C)O)(C)O)C(=C4C(=C3C)O)O)O)O. Synergy scores: CSS=39.9, Synergy_ZIP=0.0391, Synergy_Bliss=-2.15, Synergy_Loewe=-49.4, Synergy_HSA=-1.57. (3) Drug 1: CC1=C(C=C(C=C1)C(=O)NC2=CC(=CC(=C2)C(F)(F)F)N3C=C(N=C3)C)NC4=NC=CC(=N4)C5=CN=CC=C5. Drug 2: C1CN(CCN1C(=O)CCBr)C(=O)CCBr. Cell line: HL-60(TB). Synergy scores: CSS=68.2, Synergy_ZIP=-3.60, Synergy_Bliss=-0.793, Synergy_Loewe=6.06, Synergy_HSA=2.61. (4) Drug 1: CC1=C(C=C(C=C1)NC2=NC=CC(=N2)N(C)C3=CC4=NN(C(=C4C=C3)C)C)S(=O)(=O)N.Cl. Drug 2: C1=CC=C(C=C1)NC(=O)CCCCCCC(=O)NO. Cell line: M14. Synergy scores: CSS=-2.79, Synergy_ZIP=0.524, Synergy_Bliss=-0.977, Synergy_Loewe=-10.6, Synergy_HSA=-4.68. (5) Drug 1: C1CC(=O)NC(=O)C1N2CC3=C(C2=O)C=CC=C3N. Drug 2: N.N.Cl[Pt+2]Cl. Cell line: OVCAR-4. Synergy scores: CSS=0.0140, Synergy_ZIP=-0.540, Synergy_Bliss=-1.42, Synergy_Loewe=-1.48, Synergy_HSA=-1.60.